Dataset: Full USPTO retrosynthesis dataset with 1.9M reactions from patents (1976-2016). Task: Predict the reactants needed to synthesize the given product. (1) The reactants are: [Cl:1][C:2]1[C:3]([C:26]2[N:30]3[CH:31]=[CH:32][C:33]([CH2:35]O)=[CH:34][C:29]3=[N:28][CH:27]=2)=[N:4][C:5]([NH:8][C:9]2[CH:14]=[CH:13][C:12]([N:15]3[CH2:20][CH2:19][N:18]([C:21](=[O:23])[CH3:22])[CH2:17][CH2:16]3)=[CH:11][C:10]=2[O:24][CH3:25])=[N:6][CH:7]=1.[CH2:37]([N:39](CC)[CH2:40]C)C.CS(Cl)(=O)=O.CS(OCC1C=CN2C(C3C(Cl)=CN=C(NC4C=CC(N5CCN(C(=O)C)CC5)=CC=4OC)N=3)=CN=C2C=1)(=O)=O.ClC1C(C2N3C=CC(CCl)=CC3=NC=2)=NC(NC2C=CC(N3CCN(C(=O)C)CC3)=CC=2OC)=NC=1.C(N(C(C)C)C(C)C)C.CNC.C1COCC1. Given the product [Cl:1][C:2]1[C:3]([C:26]2[N:30]3[CH:31]=[CH:32][C:33]([CH2:35][N:39]([CH3:40])[CH3:37])=[CH:34][C:29]3=[N:28][CH:27]=2)=[N:4][C:5]([NH:8][C:9]2[CH:14]=[CH:13][C:12]([N:15]3[CH2:20][CH2:19][N:18]([C:21](=[O:23])[CH3:22])[CH2:17][CH2:16]3)=[CH:11][C:10]=2[O:24][CH3:25])=[N:6][CH:7]=1, predict the reactants needed to synthesize it. (2) The reactants are: C([O:5][C:6](=[O:16])[CH2:7][C@@H:8]([CH2:12][CH2:13][CH2:14][CH3:15])[C:9]([OH:11])=O)(C)(C)C.[F:17][C@H:18]1[CH2:22][NH:21][C@H:20]([C:23]2[NH:27][C:26]3[CH:28]=[CH:29][CH:30]=[CH:31][C:25]=3[N:24]=2)[CH2:19]1. Given the product [NH:24]1[C:25]2[CH:31]=[CH:30][CH:29]=[CH:28][C:26]=2[N:27]=[C:23]1[CH:20]1[CH2:19][CH:18]([F:17])[CH2:22][N:21]1[C:9]([CH:8]([CH2:12][CH2:13][CH2:14][CH3:15])[CH2:7][C:6]([OH:5])=[O:16])=[O:11], predict the reactants needed to synthesize it. (3) Given the product [C:38]([O:41][C:42]([CH3:47])([CH3:46])[C:43]([NH:1][CH2:2][C:3]1[CH:8]=[CH:7][CH:6]=[C:5]([CH2:9][N:10]2[C:18]3[C:13](=[C:14]([O:19][CH3:20])[CH:15]=[CH:16][CH:17]=3)[C:12]([NH:21][S:22]([C:25]3[S:26][C:27]([Cl:30])=[CH:28][CH:29]=3)(=[O:24])=[O:23])=[N:11]2)[CH:4]=1)=[O:44])(=[O:40])[CH3:39], predict the reactants needed to synthesize it. The reactants are: [NH2:1][CH2:2][C:3]1[CH:4]=[C:5]([CH2:9][N:10]2[C:18]3[C:13](=[C:14]([O:19][CH3:20])[CH:15]=[CH:16][CH:17]=3)[C:12]([NH:21][S:22]([C:25]3[S:26][C:27]([Cl:30])=[CH:28][CH:29]=3)(=[O:24])=[O:23])=[N:11]2)[CH:6]=[CH:7][CH:8]=1.C(N(CC)CC)C.[C:38]([O:41][C:42]([CH3:47])([CH3:46])[C:43](Cl)=[O:44])(=[O:40])[CH3:39]. (4) Given the product [NH2:25][CH2:24]/[CH:23]=[CH:22]/[C:20]1[CH2:21][C@H:15]2[C:14](=[O:43])[N:13]([CH2:44][O:45][CH2:46][CH2:47][Si:48]([CH3:50])([CH3:49])[CH3:51])[C:12]3[CH:52]=[C:53]([O:54][CH2:55][CH2:56][CH2:57][O:58][C:59]4[C:60]([O:84][CH3:85])=[CH:61][C:62]5[C:68](=[O:69])[N:67]6[CH:70]=[C:71]([CH3:73])[CH2:72][C@H:66]6[C:65](=[O:74])[N:64]([CH2:75][O:76][CH2:77][CH2:78][Si:79]([CH3:80])([CH3:82])[CH3:81])[C:63]=5[CH:83]=4)[C:9]([O:8][CH3:7])=[CH:10][C:11]=3[C:17](=[O:18])[N:16]2[CH:19]=1, predict the reactants needed to synthesize it. The reactants are: N1CCCCC1.[CH3:7][O:8][C:9]1[C:53]([O:54][CH2:55][CH2:56][CH2:57][O:58][C:59]2[C:60]([O:84][CH3:85])=[CH:61][C:62]3[C:68](=[O:69])[N:67]4[CH:70]=[C:71]([CH3:73])[CH2:72][C@H:66]4[C:65](=[O:74])[N:64]([CH2:75][O:76][CH2:77][CH2:78][Si:79]([CH3:82])([CH3:81])[CH3:80])[C:63]=3[CH:83]=2)=[CH:52][C:12]2[N:13]([CH2:44][O:45][CH2:46][CH2:47][Si:48]([CH3:51])([CH3:50])[CH3:49])[C:14](=[O:43])[C@@H:15]3[CH2:21][C:20](/[CH:22]=[CH:23]/[CH2:24][NH:25]C(=O)OCC4C5C=CC=CC=5C5C4=CC=CC=5)=[CH:19][N:16]3[C:17](=[O:18])[C:11]=2[CH:10]=1.